This data is from Full USPTO retrosynthesis dataset with 1.9M reactions from patents (1976-2016). The task is: Predict the reactants needed to synthesize the given product. (1) The reactants are: Br[C:2]1[CH:7]=[CH:6][CH:5]=[CH:4][N:3]=1.C([O:11][B:12](OC(C)C)[O:13]C(C)C)(C)C.[Li]CCCC.[C:26]1([N:32]([CH2:36][CH2:37][OH:38])[CH2:33][CH2:34][OH:35])[CH:31]=[CH:30][CH:29]=[CH:28][CH:27]=1. Given the product [N:3]1[CH:4]=[CH:5][CH:6]=[CH:7][C:2]=1[B:12]([OH:13])[OH:11].[C:26]1([N:32]([CH2:36][CH2:37][OH:38])[CH2:33][CH2:34][OH:35])[CH:31]=[CH:30][CH:29]=[CH:28][CH:27]=1, predict the reactants needed to synthesize it. (2) Given the product [Br:13][CH2:12][C:4]1[CH:5]=[C:6]([C:8]([CH3:9])([CH3:11])[CH3:10])[CH:7]=[C:2]([Cl:1])[N:3]=1, predict the reactants needed to synthesize it. The reactants are: [Cl:1][C:2]1[CH:7]=[C:6]([C:8]([CH3:11])([CH3:10])[CH3:9])[CH:5]=[C:4]([CH3:12])[N:3]=1.[Br:13]N1C(=O)CCC1=O.